Dataset: NCI-60 drug combinations with 297,098 pairs across 59 cell lines. Task: Regression. Given two drug SMILES strings and cell line genomic features, predict the synergy score measuring deviation from expected non-interaction effect. (1) Drug 1: CCN(CC)CCNC(=O)C1=C(NC(=C1C)C=C2C3=C(C=CC(=C3)F)NC2=O)C. Drug 2: CC1(CCCN1)C2=NC3=C(C=CC=C3N2)C(=O)N. Cell line: NCI-H460. Synergy scores: CSS=17.2, Synergy_ZIP=-1.37, Synergy_Bliss=1.57, Synergy_Loewe=-1.17, Synergy_HSA=3.76. (2) Drug 1: C1=C(C(=O)NC(=O)N1)F. Drug 2: CC(C)NC(=O)C1=CC=C(C=C1)CNNC.Cl. Cell line: HOP-92. Synergy scores: CSS=13.7, Synergy_ZIP=-2.05, Synergy_Bliss=-5.06, Synergy_Loewe=-6.07, Synergy_HSA=-3.33. (3) Drug 1: CC(CN1CC(=O)NC(=O)C1)N2CC(=O)NC(=O)C2. Drug 2: CC1CCCC2(C(O2)CC(NC(=O)CC(C(C(=O)C(C1O)C)(C)C)O)C(=CC3=CSC(=N3)C)C)C. Cell line: OVCAR-8. Synergy scores: CSS=17.9, Synergy_ZIP=0.530, Synergy_Bliss=1.80, Synergy_Loewe=1.57, Synergy_HSA=1.36. (4) Drug 1: C1=CC(=C2C(=C1NCCNCCO)C(=O)C3=C(C=CC(=C3C2=O)O)O)NCCNCCO. Drug 2: CC1C(C(CC(O1)OC2CC(OC(C2O)C)OC3=CC4=CC5=C(C(=O)C(C(C5)C(C(=O)C(C(C)O)O)OC)OC6CC(C(C(O6)C)O)OC7CC(C(C(O7)C)O)OC8CC(C(C(O8)C)O)(C)O)C(=C4C(=C3C)O)O)O)O. Cell line: SK-MEL-5. Synergy scores: CSS=37.2, Synergy_ZIP=11.0, Synergy_Bliss=12.0, Synergy_Loewe=1.69, Synergy_HSA=10.5.